Dataset: Full USPTO retrosynthesis dataset with 1.9M reactions from patents (1976-2016). Task: Predict the reactants needed to synthesize the given product. (1) Given the product [CH2:18]([C:22]1[N:23]=[CH:24][C:25]([C:28]2[CH:32]=[C:31]([CH2:33][N:14]3[CH:13]=[C:12]4[N:17]=[C:9]([C:3]5[CH:4]=[CH:5][CH:6]=[C:7]([F:8])[C:2]=5[F:1])[N:10]=[C:11]4[CH:16]=[N:15]3)[O:30][N:29]=2)=[CH:26][CH:27]=1)[CH2:19][CH2:20][CH3:21], predict the reactants needed to synthesize it. The reactants are: [F:1][C:2]1[C:7]([F:8])=[CH:6][CH:5]=[CH:4][C:3]=1[C:9]1[N:17]=[C:12]2[CH:13]=[N:14][NH:15][CH:16]=[C:11]2[N:10]=1.[CH2:18]([C:22]1[CH:27]=[CH:26][C:25]([C:28]2[CH:32]=[C:31]([CH2:33]Cl)[O:30][N:29]=2)=[CH:24][N:23]=1)[CH2:19][CH2:20][CH3:21]. (2) Given the product [NH:3]1[CH:4]=[CH:5][N:1]=[C:2]1[CH2:6][N:7]([CH2:14][C:15]1[CH:16]=[CH:17][C:18]([C:19]([NH:39][CH2:38][CH2:37][CH2:36][CH2:35][NH:34][C:32]([O:31][CH2:24][C:25]2[CH:30]=[CH:29][CH:28]=[CH:27][CH:26]=2)=[O:33])=[O:20])=[CH:22][CH:23]=1)[CH2:8][C:9]1[NH:13][CH:12]=[CH:11][N:10]=1, predict the reactants needed to synthesize it. The reactants are: [NH:1]1[CH:5]=[CH:4][N:3]=[C:2]1[CH2:6][N:7]([CH2:14][C:15]1[CH:23]=[CH:22][C:18]([C:19](O)=[O:20])=[CH:17][CH:16]=1)[CH2:8][C:9]1[NH:10][CH:11]=[CH:12][N:13]=1.[CH2:24]([O:31][C:32]([NH:34][CH2:35][CH2:36][CH2:37][CH2:38][NH2:39])=[O:33])[C:25]1[CH:30]=[CH:29][CH:28]=[CH:27][CH:26]=1.CCN=C=NCCCN(C)C.Cl.C1C=CC2N(O)N=NC=2C=1. (3) Given the product [O:12]1[CH2:13][CH2:14][CH2:15][CH2:16][CH:17]1[O:18][C@@H:19]1[CH2:43][CH2:42][C@@:41]2([CH3:44])[C@H:21]([CH2:22][C@@H:23]([O:46][CH:5]3[CH2:4][CH2:3][CH2:2][CH2:1][O:47]3)[C@@H:24]3[C@@H:40]2[CH2:39][CH2:38][C@@:37]2([CH3:45])[C@H:25]3[CH2:26][CH2:27][C@@H:28]2[C@H:29]([CH3:36])[CH2:30][CH2:31][C:32]([O:34][CH3:35])=[O:33])[CH2:20]1, predict the reactants needed to synthesize it. The reactants are: [C:1]1(C)C=[CH:5][C:4](S(O)(=O)=O)=[CH:3][CH:2]=1.[O:12]1[CH:17]=[CH:16][CH2:15][CH2:14][CH2:13]1.[OH:18][C@@H:19]1[CH2:43][CH2:42][C@@:41]2([CH3:44])[C@H:21]([CH2:22][C@@H:23]([OH:46])[C@@H:24]3[C@@H:40]2[CH2:39][CH2:38][C@@:37]2([CH3:45])[C@H:25]3[CH2:26][CH2:27][C@@H:28]2[C@H:29]([CH3:36])[CH2:30][CH2:31][C:32]([O:34][CH3:35])=[O:33])[CH2:20]1.[OH2:47]. (4) Given the product [CH3:22][N:14]1[C:15]2[N:16]=[CH:17][N:18]=[C:19]([NH2:21])[C:20]=2[C:12]([C:8]2[CH:7]=[C:6]3[C:11](=[CH:10][CH:9]=2)[N:3]([C:33](=[O:34])[CH2:32][C:25]2[CH:26]=[C:27]([F:31])[CH:28]=[C:29]([F:30])[C:24]=2[F:23])[CH2:4][CH2:5]3)=[CH:13]1, predict the reactants needed to synthesize it. The reactants are: Cl.Cl.[NH:3]1[C:11]2[C:6](=[CH:7][C:8]([C:12]3[C:20]4[C:19]([NH2:21])=[N:18][CH:17]=[N:16][C:15]=4[N:14]([CH3:22])[CH:13]=3)=[CH:9][CH:10]=2)[CH2:5][CH2:4]1.[F:23][C:24]1[C:29]([F:30])=[CH:28][C:27]([F:31])=[CH:26][C:25]=1[CH2:32][C:33](O)=[O:34].CN(C(ON1N=NC2C=CC=NC1=2)=[N+](C)C)C.F[P-](F)(F)(F)(F)F.CCN(C(C)C)C(C)C. (5) Given the product [Cl:1][C:2]1[C:3]([N:9]([CH2:24][C:25]2[CH:30]=[CH:29][C:28]([C:31]3([CH3:34])[CH2:32][CH2:33]3)=[CH:27][CH:26]=2)[S:10]([C:13]2[CH:14]=[CH:15][C:16]([C:17]([O:19][CH3:20])=[O:18])=[CH:21][CH:22]=2)(=[O:12])=[O:11])=[N:4][CH:5]=[C:6]([Cl:8])[CH:7]=1, predict the reactants needed to synthesize it. The reactants are: [Cl:1][C:2]1[C:3]([NH:9][S:10]([C:13]2[CH:22]=[CH:21][C:16]([C:17]([O:19][CH3:20])=[O:18])=[CH:15][CH:14]=2)(=[O:12])=[O:11])=[N:4][CH:5]=[C:6]([Cl:8])[CH:7]=1.Cl[CH2:24][C:25]1[CH:30]=[CH:29][C:28]([C:31]2([CH3:34])[CH2:33][CH2:32]2)=[CH:27][CH:26]=1. (6) Given the product [NH2:24][C@H:21]([CH2:22][CH3:23])[C:19]([NH:18][C:15]1[CH:16]=[N:17][C:12]([O:11][C:8]2[CH:9]=[C:10]3[C:5](=[CH:6][CH:7]=2)[CH2:4][O:3][C:2]3([CH3:1])[CH3:32])=[CH:13][CH:14]=1)=[O:20], predict the reactants needed to synthesize it. The reactants are: [CH3:1][C:2]1([CH3:32])[C:10]2[C:5](=[CH:6][CH:7]=[C:8]([O:11][C:12]3[N:17]=[CH:16][C:15]([NH:18][C:19]([C@H:21]([NH:24]C(=O)OC(C)(C)C)[CH2:22][CH3:23])=[O:20])=[CH:14][CH:13]=3)[CH:9]=2)[CH2:4][O:3]1.C([O-])(O)=O.[Na+]. (7) Given the product [CH2:49]([O:48][C:46](=[O:47])[C:45]1[CH:51]=[CH:52][C:42]([NH:41][C:8](=[O:9])[CH:7]([CH:1]2[CH2:6][CH2:5][CH2:4][CH2:3][CH2:2]2)[N:11]2[C:15]3[CH:16]=[C:17]([F:21])[C:18]([F:20])=[CH:19][C:14]=3[N:13]=[C:12]2[C@@H:22]([O:29][CH3:30])[C:23]2[CH:28]=[CH:27][CH:26]=[CH:25][CH:24]=2)=[CH:43][CH:44]=1)[CH3:50], predict the reactants needed to synthesize it. The reactants are: [CH:1]1([CH:7]([N:11]2[C:15]3[CH:16]=[C:17]([F:21])[C:18]([F:20])=[CH:19][C:14]=3[N:13]=[C:12]2[C@@H:22]([O:29][CH3:30])[C:23]2[CH:28]=[CH:27][CH:26]=[CH:25][CH:24]=2)[C:8](O)=[O:9])[CH2:6][CH2:5][CH2:4][CH2:3][CH2:2]1.N1C=CC=CC=1.S(Cl)(Cl)=O.[NH2:41][C:42]1[CH:52]=[CH:51][C:45]([C:46]([O:48][CH2:49][CH3:50])=[O:47])=[CH:44][CH:43]=1. (8) Given the product [NH:1]1[C:9]2[C:4](=[CH:5][CH:6]=[CH:7][CH:8]=2)[C:3](/[CH:10]=[C:11]2\[O:12][C:13]3[C:20]([CH2:21][N:22]([CH3:40])[CH2:23][CH2:24][CH2:25][CH2:26][CH2:27][CH2:28][CH2:29][CH2:30][NH:31][CH3:32])=[C:19]([OH:41])[CH:18]=[CH:17][C:14]=3[C:15]\2=[O:16])=[CH:2]1, predict the reactants needed to synthesize it. The reactants are: [NH:1]1[C:9]2[C:4](=[CH:5][CH:6]=[CH:7][CH:8]=2)[C:3](/[CH:10]=[C:11]2\[O:12][C:13]3[C:20]([CH2:21][N:22]([CH3:40])[CH2:23][CH2:24][CH2:25][CH2:26][CH2:27][CH2:28][CH2:29][CH2:30][N:31](C)[C:32](=O)OC(C)(C)C)=[C:19]([OH:41])[CH:18]=[CH:17][C:14]=3[C:15]\2=[O:16])=[CH:2]1.Cl.